Dataset: Full USPTO retrosynthesis dataset with 1.9M reactions from patents (1976-2016). Task: Predict the reactants needed to synthesize the given product. (1) Given the product [Cl:9][C:10]1[C:11]([F:22])=[C:12]([CH:19]=[CH:20][CH:21]=1)[CH2:13][C:14]1[NH:18][C:17](=[S:36])[NH:16][CH:15]=1, predict the reactants needed to synthesize it. The reactants are: C(O)(=O)/C=C/C(O)=O.[Cl:9][C:10]1[C:11]([F:22])=[C:12]([CH:19]=[CH:20][CH:21]=1)[CH2:13][C:14]1[NH:18][CH:17]=[N:16][CH:15]=1.C([O-])(O)=O.[Na+].C1C=CC(OC(Cl)=[S:36])=CC=1. (2) The reactants are: [Cl:1][C:2]1[CH:7]=[CH:6][C:5]([N:8]2[CH2:13][CH2:12][N:11]3[C@@H:14]([C:18]4[CH:23]=[CH:22][C:21]([OH:24])=[C:20]([CH3:25])[C:19]=4[CH3:26])[CH2:15][CH2:16][CH2:17][C@H:10]3[CH2:9]2)=[CH:4][C:3]=1[O:27][CH3:28].C([O-])([O-])=O.[Cs+].[Cs+].[Cl:35][CH2:36][CH2:37][CH2:38]I. Given the product [Cl:1][C:2]1[CH:7]=[CH:6][C:5]([N:8]2[CH2:13][CH2:12][N:11]3[C@@H:14]([C:18]4[CH:23]=[CH:22][C:21]([O:24][CH2:38][CH2:37][CH2:36][Cl:35])=[C:20]([CH3:25])[C:19]=4[CH3:26])[CH2:15][CH2:16][CH2:17][C@H:10]3[CH2:9]2)=[CH:4][C:3]=1[O:27][CH3:28], predict the reactants needed to synthesize it. (3) Given the product [Br:1][C:2]1[CH:3]=[C:4]2[NH:18][C:14](=[O:15])[C:8]3([CH2:12][CH2:11][N:10]([CH3:13])[CH2:9]3)[C:5]2=[CH:6][CH:7]=1, predict the reactants needed to synthesize it. The reactants are: [Br:1][C:2]1[CH:7]=[CH:6][C:5]([C:8]2([C:14](OC)=[O:15])[CH2:12][CH2:11][N:10]([CH3:13])[CH2:9]2)=[C:4]([N+:18]([O-])=O)[CH:3]=1. (4) Given the product [CH3:5][C:4]1([CH3:3])[C:8](=[O:9])[O:10][CH2:4][C:8](=[O:9])[O:10]1, predict the reactants needed to synthesize it. The reactants are: ClC1C=C[CH:5]=[C:4]([C:8]([O:10]O)=[O:9])[CH:3]=1.FC(F)(F)S(O)(=O)=O. (5) Given the product [CH3:1][O:2][C:3]1[CH:8]=[CH:7][C:6]([C:9]2[C:14]([C:15]3[CH:16]=[CH:17][C:18]([O:21][CH3:22])=[CH:19][CH:20]=3)=[N:13][N:12]([CH2:31][CH2:32][C:33]([O:35][CH2:36][CH3:37])=[O:34])[C:11](=[O:23])[CH:10]=2)=[CH:5][CH:4]=1, predict the reactants needed to synthesize it. The reactants are: [CH3:1][O:2][C:3]1[CH:8]=[CH:7][C:6]([C:9]2[C:14]([C:15]3[CH:20]=[CH:19][C:18]([O:21][CH3:22])=[CH:17][CH:16]=3)=[N:13][NH:12][C:11](=[O:23])[CH:10]=2)=[CH:5][CH:4]=1.C(=O)([O-])[O-].[K+].[K+].Cl[CH2:31][CH2:32][C:33]([O:35][CH2:36][CH3:37])=[O:34].O.